This data is from NCI-60 drug combinations with 297,098 pairs across 59 cell lines. The task is: Regression. Given two drug SMILES strings and cell line genomic features, predict the synergy score measuring deviation from expected non-interaction effect. Drug 1: C1CN1P(=S)(N2CC2)N3CC3. Drug 2: COC1=C2C(=CC3=C1OC=C3)C=CC(=O)O2. Cell line: RXF 393. Synergy scores: CSS=1.13, Synergy_ZIP=2.85, Synergy_Bliss=5.48, Synergy_Loewe=0.465, Synergy_HSA=1.64.